From a dataset of Forward reaction prediction with 1.9M reactions from USPTO patents (1976-2016). Predict the product of the given reaction. (1) Given the reactants [F:1][C:2]1[CH:3]=[C:4]2[C:9](=[CH:10][CH:11]=1)[C:8](=[O:12])[N:7]([C:13]1[CH:14]=[N:15][CH:16]=[CH:17][C:18]=1[CH3:19])[CH2:6][CH2:5]2.OS(O)(=O)=O.[N+:25]([O-])([O-:27])=[O:26].[K+], predict the reaction product. The product is: [F:1][C:2]1[CH:3]=[C:4]2[C:9](=[CH:10][C:11]=1[N+:25]([O-:27])=[O:26])[C:8](=[O:12])[N:7]([C:13]1[CH:14]=[N:15][CH:16]=[CH:17][C:18]=1[CH3:19])[CH2:6][CH2:5]2. (2) Given the reactants [CH3:1][N:2]1[C:6]2[C:7]3[CH:8]=[CH:9][CH:10]=[CH:11][C:12]=3[O:13][C:14]3([CH2:19][CH2:18][NH:17][CH2:16][CH2:15]3)[C:5]=2[CH:4]=[N:3]1.[NH:20]1[C:24]2[CH:25]=[CH:26][CH:27]=[C:28]([C:29](O)=[O:30])[C:23]=2[N:22]=[CH:21]1.C(N(CC)CC)C.CN(C(ON1N=NC2C=CC=NC1=2)=[N+](C)C)C.F[P-](F)(F)(F)(F)F.[OH-].[Na+], predict the reaction product. The product is: [NH:20]1[C:24]2[CH:25]=[CH:26][CH:27]=[C:28]([C:29]([N:17]3[CH2:18][CH2:19][C:14]4([C:5]5[CH:4]=[N:3][N:2]([CH3:1])[C:6]=5[C:7]5[CH:8]=[CH:9][CH:10]=[CH:11][C:12]=5[O:13]4)[CH2:15][CH2:16]3)=[O:30])[C:23]=2[N:22]=[CH:21]1. (3) Given the reactants [CH3:1][N:2]1[C:10](=[O:11])[C:9]2[N:8](CC=C)[CH:7]=[N:6][C:5]=2[N:4]([CH2:15][CH2:16][CH2:17][CH2:18][CH3:19])[C:3]1=[O:20].[Li+].C[Si]([N-][Si](C)(C)C)(C)C.[CH3:31][N:32](C=O)C, predict the reaction product. The product is: [CH3:1][N:2]1[C:10](=[O:11])[C:9]2[NH:8][C:7]([C:31]#[N:32])=[N:6][C:5]=2[N:4]([CH2:15][CH2:16][CH2:17][CH2:18][CH3:19])[C:3]1=[O:20]. (4) The product is: [CH2:18]([O:20][C:21]([C@H:23]1[CH2:27][CH2:26][CH2:25][N:24]1[C:28]([S:15][C:11]1[CH:12]=[CH:13][CH:14]=[C:9]([O:8][Si:7]([C:3]([CH3:6])([CH3:5])[CH3:4])([CH3:17])[CH3:16])[CH:10]=1)=[O:29])=[O:22])[CH3:19]. Given the reactants [H-].[Na+].[C:3]([Si:7]([CH3:17])([CH3:16])[O:8][C:9]1[CH:10]=[C:11]([SH:15])[CH:12]=[CH:13][CH:14]=1)([CH3:6])([CH3:5])[CH3:4].[CH2:18]([O:20][C:21]([C@H:23]1[CH2:27][CH2:26][CH2:25][N:24]1[C:28](Cl)=[O:29])=[O:22])[CH3:19], predict the reaction product.